From a dataset of Peptide-MHC class II binding affinity with 134,281 pairs from IEDB. Regression. Given a peptide amino acid sequence and an MHC pseudo amino acid sequence, predict their binding affinity value. This is MHC class II binding data. (1) The peptide sequence is SQWGWCGSTDEYCSP. The MHC is DRB5_0101 with pseudo-sequence DRB5_0101. The binding affinity (normalized) is 0. (2) The binding affinity (normalized) is 0.317. The MHC is DRB1_1501 with pseudo-sequence DRB1_1501. The peptide sequence is GELQIVDKIDAAFKM. (3) The peptide sequence is AGGAGGVGAVGGKRG. The MHC is DRB1_1302 with pseudo-sequence DRB1_1302. The binding affinity (normalized) is 0. (4) The peptide sequence is GELQIVAKIDAAFKI. The MHC is DRB1_0802 with pseudo-sequence DRB1_0802. The binding affinity (normalized) is 0.575. (5) The peptide sequence is LGGLWKTVSPRLSPI. The MHC is HLA-DQA10501-DQB10301 with pseudo-sequence HLA-DQA10501-DQB10301. The binding affinity (normalized) is 0.433. (6) The peptide sequence is VEALYLVCGERGFFY. The MHC is DRB5_0101 with pseudo-sequence DRB5_0101. The binding affinity (normalized) is 0.275. (7) The peptide sequence is IHIGDSSKVTITDTT. The MHC is DRB1_1201 with pseudo-sequence DRB1_1201. The binding affinity (normalized) is 0.145.